From a dataset of Full USPTO retrosynthesis dataset with 1.9M reactions from patents (1976-2016). Predict the reactants needed to synthesize the given product. (1) Given the product [CH2:21]([O:20][C:18]([CH:15]1[CH2:16][CH2:17][N:12]([C:7]2[CH:6]=[CH:5][C:4]3[C:9](=[CH:10][CH:11]=[C:2]([Cl:1])[C:3]=3[C:23]([NH:35][CH2:34][CH2:33][C:28]3[CH:29]=[CH:30][CH:31]=[CH:32][C:27]=3[F:26])=[O:24])[N:8]=2)[CH2:13][CH2:14]1)=[O:19])[CH3:22], predict the reactants needed to synthesize it. The reactants are: [Cl:1][C:2]1[CH:11]=[CH:10][C:9]2[N:8]=[C:7]([N:12]3[CH2:17][CH2:16][CH:15]([C:18]([O:20][CH2:21][CH3:22])=[O:19])[CH2:14][CH2:13]3)[CH:6]=[CH:5][C:4]=2[C:3]=1[C:23](O)=[O:24].[F:26][C:27]1[CH:32]=[CH:31][CH:30]=[CH:29][C:28]=1[CH2:33][CH2:34][NH2:35]. (2) The reactants are: [F:1][C:2]1[CH:7]=[CH:6][C:5]([F:8])=[CH:4][C:3]=1[C@H:9]1[CH2:13][CH2:12][CH2:11][N:10]1[C:14]1[CH:19]=[CH:18][N:17]2[N:20]=[CH:21][C:22]([NH2:23])=[C:16]2[N:15]=1.[Cl:24][C:25]1[N:30]=[C:29]([C:31](O)=[O:32])[CH:28]=[CH:27][CH:26]=1. Given the product [Cl:24][C:25]1[N:30]=[C:29]([C:31]([NH:23][C:22]2[CH:21]=[N:20][N:17]3[CH:18]=[CH:19][C:14]([N:10]4[CH2:11][CH2:12][CH2:13][C@@H:9]4[C:3]4[CH:4]=[C:5]([F:8])[CH:6]=[CH:7][C:2]=4[F:1])=[N:15][C:16]=23)=[O:32])[CH:28]=[CH:27][CH:26]=1, predict the reactants needed to synthesize it.